Predict the reactants needed to synthesize the given product. From a dataset of Full USPTO retrosynthesis dataset with 1.9M reactions from patents (1976-2016). (1) The reactants are: [CH3:1][O:2][C:3]1[C:12]2[N:11]=[C:10]([NH2:13])[N:9]3[CH2:14][CH2:15][N:16]=[C:8]3[C:7]=2[CH:6]=[CH:5][C:4]=1[O:17][CH2:18][CH2:19][CH2:20][S:21]([N:24]1[CH2:29][CH2:28][O:27][CH2:26][CH2:25]1)(=[O:23])=[O:22].[C:30]([O:34][C:35]([NH:37][C:38]1[N:43]=[CH:42][C:41]([C:44](O)=[O:45])=[CH:40][N:39]=1)=[O:36])([CH3:33])([CH3:32])[CH3:31]. Given the product [C:30]([O:34][C:35](=[O:36])[NH:37][C:38]1[N:43]=[CH:42][C:41]([C:44](=[O:45])[NH:13][C:10]2[N:9]3[CH2:14][CH2:15][N:16]=[C:8]3[C:7]3[CH:6]=[CH:5][C:4]([O:17][CH2:18][CH2:19][CH2:20][S:21]([N:24]4[CH2:25][CH2:26][O:27][CH2:28][CH2:29]4)(=[O:22])=[O:23])=[C:3]([O:2][CH3:1])[C:12]=3[N:11]=2)=[CH:40][N:39]=1)([CH3:33])([CH3:31])[CH3:32], predict the reactants needed to synthesize it. (2) Given the product [F:36][C:35]([F:38])([F:37])[C:33]([OH:39])=[O:34].[N:1]1([C:10](=[O:32])/[CH:11]=[CH:12]/[C@@H:13]([NH:16][C:17](=[O:18])[C@@H:19]2[CH2:23][C@H:22]([F:24])[CH2:21][NH:20]2)[CH2:14][CH3:15])[C:9]2[C:4](=[CH:5][CH:6]=[CH:7][CH:8]=2)[CH2:3][CH2:2]1, predict the reactants needed to synthesize it. The reactants are: [N:1]1([C:10](=[O:32])/[CH:11]=[CH:12]/[C@@H:13]([NH:16][C:17]([C@@H:19]2[CH2:23][C@H:22]([F:24])[CH2:21][N:20]2C(OC(C)(C)C)=O)=[O:18])[CH2:14][CH3:15])[C:9]2[C:4](=[CH:5][CH:6]=[CH:7][CH:8]=2)[CH2:3][CH2:2]1.[C:33]([OH:39])([C:35]([F:38])([F:37])[F:36])=[O:34]. (3) Given the product [OH:7][CH2:6][C:5]([NH:4][C:1](=[O:3])[CH3:2])([CH2:11][OH:12])[CH2:16][CH2:17][C:18]1[CH:19]=[CH:20][C:21]([O:24][C:25]2[CH:30]=[CH:29][C:28]([C:31]3[N:32]=[C:33]([CH2:36][CH2:37][CH3:38])[O:34][CH:35]=3)=[CH:27][CH:26]=2)=[CH:22][CH:23]=1, predict the reactants needed to synthesize it. The reactants are: [C:1]([NH:4][C:5]([CH2:16][CH2:17][C:18]1[CH:23]=[CH:22][C:21]([O:24][C:25]2[CH:30]=[CH:29][C:28]([C:31]3[N:32]=[C:33]([CH2:36][CH2:37][CH3:38])[O:34][CH:35]=3)=[CH:27][CH:26]=2)=[CH:20][CH:19]=1)([C:11](OCC)=[O:12])[C:6](OCC)=[O:7])(=[O:3])[CH3:2].OP([O-])([O-])=O.[K+].[K+].[BH4-].[Na+].[OH-].[Na+]. (4) Given the product [Br:1][C:2]1[CH:7]=[C:6]([F:8])[CH:5]=[CH:4][C:3]=1[CH:9]1[C:14]([C:15]([O:17][CH3:18])=[O:16])=[C:13]([CH2:19][N:26]2[CH2:31][CH2:30][O:29][CH2:28][C@@H:27]2[CH2:32][OH:33])[NH:12][C:11]([C:21]2[S:22][CH:23]=[CH:24][N:25]=2)=[N:10]1, predict the reactants needed to synthesize it. The reactants are: [Br:1][C:2]1[CH:7]=[C:6]([F:8])[CH:5]=[CH:4][C:3]=1[CH:9]1[C:14]([C:15]([O:17][CH3:18])=[O:16])=[C:13]([CH2:19]Br)[NH:12][C:11]([C:21]2[S:22][CH:23]=[CH:24][N:25]=2)=[N:10]1.[NH:26]1[CH2:31][CH2:30][O:29][CH2:28][C@@H:27]1[CH2:32][OH:33]. (5) Given the product [Cl:1][C:2]1[N:7]=[N:6][C:5]([N:18]2[CH2:17][CH2:16][NH:15][C@@H:14]([CH3:13])[CH2:19]2)=[C:4]2[CH:9]=[N:10][CH:11]=[CH:12][C:3]=12, predict the reactants needed to synthesize it. The reactants are: [Cl:1][C:2]1[N:7]=[N:6][C:5](Cl)=[C:4]2[CH:9]=[N:10][CH:11]=[CH:12][C:3]=12.[CH3:13][C@H:14]1[CH2:19][NH:18][CH2:17][CH2:16][NH:15]1. (6) Given the product [O:13]=[C:10]1[N:9]([CH2:20][C:21]([O:23][CH2:24][CH3:25])=[O:22])[C:8]2[CH:14]=[C:4]([O:3][C:2]([F:1])([F:15])[F:16])[CH:5]=[CH:6][C:7]=2[O:12][CH2:11]1, predict the reactants needed to synthesize it. The reactants are: [F:1][C:2]([F:16])([F:15])[O:3][C:4]1[CH:5]=[CH:6][C:7]2[O:12][CH2:11][C:10](=[O:13])[NH:9][C:8]=2[CH:14]=1.[H-].[Na+].Br[CH2:20][C:21]([O:23][CH2:24][CH3:25])=[O:22].FC(F)(F)C(O)=O. (7) Given the product [Br:15][C:16]1[CH:22]=[C:21]([Cl:23])[CH:20]=[CH:19][C:17]=1[NH:18][C:9](=[O:11])[C:8]1[CH:7]=[C:6]([CH:5]=[CH:4][C:3]=1[O:2][CH3:1])[C:12]([NH2:14])=[O:13], predict the reactants needed to synthesize it. The reactants are: [CH3:1][O:2][C:3]1[C:8]([C:9]([OH:11])=O)=[CH:7][C:6]([C:12]([NH2:14])=[O:13])=[CH:5][CH:4]=1.[Br:15][C:16]1[CH:22]=[C:21]([Cl:23])[CH:20]=[CH:19][C:17]=1[NH2:18].